From a dataset of Peptide-MHC class I binding affinity with 185,985 pairs from IEDB/IMGT. Regression. Given a peptide amino acid sequence and an MHC pseudo amino acid sequence, predict their binding affinity value. This is MHC class I binding data. The peptide sequence is AACAMLLVK. The MHC is HLA-A31:01 with pseudo-sequence HLA-A31:01. The binding affinity (normalized) is 0.143.